This data is from HIV replication inhibition screening data with 41,000+ compounds from the AIDS Antiviral Screen. The task is: Binary Classification. Given a drug SMILES string, predict its activity (active/inactive) in a high-throughput screening assay against a specified biological target. (1) The compound is COC1=C(C)C(=O)c2ncccc2C1=O. The result is 0 (inactive). (2) The compound is C[Si](C)(C)C(Br)=CCCN1C(=O)CCC1O. The result is 0 (inactive). (3) The compound is COc1cc2c(cc1OC)C1C(=O)c3cc(OS(C)(=O)=O)c(OC)cc3C1N(C)C2=O. The result is 0 (inactive). (4) The result is 1 (active). The compound is O=C(C=Cc1ccccc1O)c1ccc(O)cc1O. (5) The drug is O=c1cc(-c2ccc(O)cc2)oc2cc(O)cc(O)c12. The result is 0 (inactive). (6) The drug is NC(Cc1ccc(O)cn1)C(=O)NC(C(=O)O)c1ccccc1. The result is 0 (inactive). (7) The molecule is CCCN(CCC)C1CCc2c(ccc3cc[nH]c23)C1. The result is 0 (inactive).